From a dataset of Full USPTO retrosynthesis dataset with 1.9M reactions from patents (1976-2016). Predict the reactants needed to synthesize the given product. (1) The reactants are: F[C:2]1[CH:7]=[C:6]([CH2:8][O:9][CH3:10])[CH:5]=[CH:4][C:3]=1[C:11]([F:14])([F:13])[F:12].[C-:15]#[N:16].[K+]. Given the product [CH3:10][O:9][CH2:8][C:6]1[CH:5]=[CH:4][C:3]([C:11]([F:14])([F:13])[F:12])=[C:2]([CH:7]=1)[C:15]#[N:16], predict the reactants needed to synthesize it. (2) Given the product [CH2:19]([O:21][C:22]1[CH:23]=[C:24]([CH2:25][N:16]2[CH2:17][CH2:18][CH:13]([NH:12][C:4]3[O:5][C:6]4[CH:7]=[N:8][CH:9]=[CH:10][C:11]=4[N:3]=3)[CH2:14][CH2:15]2)[CH:27]=[CH:28][C:29]=1[OH:30])[CH3:20], predict the reactants needed to synthesize it. The reactants are: Cl.Cl.[N:3]1[C:11]2[CH:10]=[CH:9][N:8]=[CH:7][C:6]=2[O:5][C:4]=1[NH:12][CH:13]1[CH2:18][CH2:17][NH:16][CH2:15][CH2:14]1.[CH2:19]([O:21][C:22]1[CH:23]=[C:24]([CH:27]=[CH:28][C:29]=1[OH:30])[CH:25]=O)[CH3:20].C([BH3-])#N.[Na+].C(N(C(C)C)C(C)C)C. (3) Given the product [CH:39]([NH:42][C:2]1[CH:38]=[CH:37][C:5]([C:6]([NH:8][C:9]2[CH:14]=[C:13]([C:15]([N:17]3[CH2:22][CH2:21][C@H:20]([C:23]4[CH:28]=[CH:27][C:26]([C:29]5[N:33]([CH3:34])[N:32]=[CH:31][CH:30]=5)=[CH:25][CH:24]=4)[C@@H:19]([CH3:35])[CH2:18]3)=[O:16])[CH:12]=[CH:11][C:10]=2[CH3:36])=[O:7])=[CH:4][N:3]=1)([CH3:41])[CH3:40], predict the reactants needed to synthesize it. The reactants are: Cl[C:2]1[CH:38]=[CH:37][C:5]([C:6]([NH:8][C:9]2[CH:14]=[C:13]([C:15]([N:17]3[CH2:22][CH2:21][C@H:20]([C:23]4[CH:28]=[CH:27][C:26]([C:29]5[N:33]([CH3:34])[N:32]=[CH:31][CH:30]=5)=[CH:25][CH:24]=4)[C@@H:19]([CH3:35])[CH2:18]3)=[O:16])[CH:12]=[CH:11][C:10]=2[CH3:36])=[O:7])=[CH:4][N:3]=1.[CH:39]([NH2:42])([CH3:41])[CH3:40]. (4) Given the product [C:49]([C:50]1([NH:55][C:1]([C@@H:9]2[CH2:8][CH2:7][CH2:6][CH2:5][C@H:4]2[C:3]([N:28]2[CH2:27][CH2:26][C:23]3[NH:24][C:25]4[C:17]([O:16][CH2:15][CH2:14][N:13]([CH3:30])[CH3:12])=[CH:18][CH:19]=[CH:20][C:21]=4[C:22]=3[CH2:29]2)=[O:10])=[O:11])[CH2:52][CH2:51]1)#[N:54], predict the reactants needed to synthesize it. The reactants are: [C:1]1(=[O:11])[C@H:9]2[C@@H:4]([CH2:5][CH2:6][CH2:7][CH2:8]2)[C:3](=[O:10])O1.[CH3:12][N:13]([CH3:30])[CH2:14][CH2:15][O:16][C:17]1[C:25]2[NH:24][C:23]3[CH2:26][CH2:27][NH:28][CH2:29][C:22]=3[C:21]=2[CH:20]=[CH:19][CH:18]=1.C(N(CC)C(C)C)(C)C.CN(C(ON1N=[N:55][C:50]2[CH:51]=[CH:52]C=[N:54][C:49]1=2)=[N+](C)C)C.F[P-](F)(F)(F)(F)F.Cl.NC1(C#N)CC1.